From a dataset of CYP2D6 inhibition data for predicting drug metabolism from PubChem BioAssay. Regression/Classification. Given a drug SMILES string, predict its absorption, distribution, metabolism, or excretion properties. Task type varies by dataset: regression for continuous measurements (e.g., permeability, clearance, half-life) or binary classification for categorical outcomes (e.g., BBB penetration, CYP inhibition). Dataset: cyp2d6_veith. (1) The molecule is NC(N)=Nc1nc2ccc([N+](=O)[O-])cc2[nH]1. The result is 0 (non-inhibitor). (2) The drug is C/C(=C\c1ccc(C(=O)O)cc1)c1ccc2c(c1)C(C)(C)CCC2(C)C. The result is 1 (inhibitor). (3) The drug is CCOC(=O)c1cc(NC(=O)c2ccc(C)cc2)c(=O)oc1-c1ccccc1. The result is 0 (non-inhibitor). (4) The compound is COc1ccc(C(=O)N2CCC[C@@]3(CCN(c4cccc(-c5ccccc5)c4)C3)C2)cc1. The result is 0 (non-inhibitor). (5) The molecule is CCCCc1nc2ccccc2c(=O)n1-c1ccc(Cl)cc1[N+](=O)[O-]. The result is 0 (non-inhibitor). (6) The compound is NNC(NN)NN.n1nc(-c2nn[nH]n2)n[nH]1. The result is 0 (non-inhibitor).